This data is from Peptide-MHC class I binding affinity with 185,985 pairs from IEDB/IMGT. The task is: Regression. Given a peptide amino acid sequence and an MHC pseudo amino acid sequence, predict their binding affinity value. This is MHC class I binding data. (1) The peptide sequence is RLHRLLLMR. The MHC is HLA-B14:02 with pseudo-sequence HLA-B14:02. The binding affinity (normalized) is 0.213. (2) The peptide sequence is YVLDHLIVV. The MHC is HLA-A11:01 with pseudo-sequence HLA-A11:01. The binding affinity (normalized) is 0.143. (3) The peptide sequence is EKEGKISKI. The MHC is HLA-B53:01 with pseudo-sequence HLA-B53:01. The binding affinity (normalized) is 0.625. (4) The peptide sequence is KLCKNHAEK. The MHC is HLA-A33:01 with pseudo-sequence HLA-A33:01. The binding affinity (normalized) is 0.0236. (5) The peptide sequence is KQIPIWLPL. The MHC is HLA-A25:01 with pseudo-sequence HLA-A25:01. The binding affinity (normalized) is 0.0847. (6) The peptide sequence is HLKEKSSLR. The MHC is HLA-B18:01 with pseudo-sequence HLA-B18:01. The binding affinity (normalized) is 0.0847. (7) The peptide sequence is QLEDSEYLFR. The MHC is HLA-A31:01 with pseudo-sequence HLA-A31:01. The binding affinity (normalized) is 0.519.